Task: Predict the product of the given reaction.. Dataset: Forward reaction prediction with 1.9M reactions from USPTO patents (1976-2016) (1) The product is: [CH3:17][C:18]1[N:23]=[CH:22][C:21]([NH2:24])=[CH:20][C:19]=1[C:2]1[CH:3]=[C:4]([N:11]2[CH2:16][CH2:15][O:14][CH2:13][CH2:12]2)[C:5]2[N:6]([CH:8]=[CH:9][N:10]=2)[N:7]=1. Given the reactants Cl[C:2]1[CH:3]=[C:4]([N:11]2[CH2:16][CH2:15][O:14][CH2:13][CH2:12]2)[C:5]2[N:6]([CH:8]=[CH:9][N:10]=2)[N:7]=1.[CH3:17][C:18]1[N:23]=[CH:22][C:21]([NH2:24])=[CH:20][C:19]=1B1OC(C)(C)C(C)(C)O1.C([O-])([O-])=O.[Na+].[Na+].C(Cl)Cl, predict the reaction product. (2) Given the reactants [CH3:1][C:2]1[S:11][C:5]2[CH2:6][NH:7][CH2:8][CH:9]([OH:10])[C:4]=2[CH:3]=1.[Cl:12][C:13]1[C:18]([Cl:19])=[CH:17][CH:16]=[CH:15][C:14]=1F, predict the reaction product. The product is: [ClH:12].[Cl:12][C:13]1[C:18]([Cl:19])=[CH:17][CH:16]=[CH:15][C:14]=1[O:10][CH:9]1[CH2:8][NH:7][CH2:6][C:5]2[S:11][C:2]([CH3:1])=[CH:3][C:4]1=2. (3) The product is: [F:39][C:2]1([F:1])[CH2:4][CH:3]1[CH2:5][N:6]1[C:14]2[C:9](=[N:10][C:11]([C:15]3[CH:16]=[C:17]([CH2:18][N:19]4[CH2:24][CH2:23][NH:22][CH2:21][CH2:20]4)[CH:32]=[CH:33][C:34]=3[CH3:35])=[CH:12][CH:13]=2)[N:8]([CH3:36])[S:7]1(=[O:38])=[O:37]. Given the reactants [F:1][C:2]1([F:39])[CH2:4][CH:3]1[CH2:5][N:6]1[C:14]2[C:9](=[N:10][C:11]([C:15]3[CH:16]=[C:17]([CH:32]=[CH:33][C:34]=3[CH3:35])[CH2:18][N:19]3[CH2:24][CH2:23][N:22](C(OC(C)(C)C)=O)[CH2:21][CH2:20]3)=[CH:12][CH:13]=2)[N:8]([CH3:36])[S:7]1(=[O:38])=[O:37].C(O)(C(F)(F)F)=O.C1(C)C=CC=CC=1, predict the reaction product.